Dataset: hERG potassium channel inhibition data for cardiac toxicity prediction from Karim et al.. Task: Regression/Classification. Given a drug SMILES string, predict its toxicity properties. Task type varies by dataset: regression for continuous values (e.g., LD50, hERG inhibition percentage) or binary classification for toxic/non-toxic outcomes (e.g., AMES mutagenicity, cardiotoxicity, hepatotoxicity). Dataset: herg_karim. (1) The compound is O=C1COc2cc(Cl)c(CNC34CCC(C[C@]5(O)Cn6c(=O)ccc7ncc(F)c5c76)(CC3)OC4)nc2N1. The result is 0 (non-blocker). (2) The drug is CCOC1CCC(N2CC(NC(=O)CNc3nn(C)c4ccc(C(F)(F)F)cc34)C2)CC1. The result is 1 (blocker). (3) The result is 0 (non-blocker). The drug is O=C(O)C1CN(Cc2ccc(OCc3ccc(Cl)c(Cl)c3)cc2)C1. (4) The result is 0 (non-blocker). The compound is Cc1nc2ncc(Oc3ccc(F)c4cccnc34)nc2c(=O)n1CC1CCCN(C(C)C)C1.